From a dataset of Full USPTO retrosynthesis dataset with 1.9M reactions from patents (1976-2016). Predict the reactants needed to synthesize the given product. (1) Given the product [F:36][C:17]1[C:16]([F:19])=[CH:15][C:14]([N+:21]([O-:23])=[O:22])=[C:13]([O:11][C:4]2[CH:5]=[CH:6][CH:7]=[C:8]([O:9][CH3:10])[C:3]=2[O:2][CH3:1])[CH:18]=1.[F:54][C:52]1[C:51]([F:55])=[CH:50][C:48]([NH:49][C:24]([NH:62][C:63]2[S:64][CH:65]=[CH:66][N:67]=2)=[O:25])=[C:47]([O:46][C:45]2[CH:56]=[CH:57][CH:58]=[C:59]([O:60][CH3:61])[C:44]=2[O:43][CH3:42])[CH:53]=1, predict the reactants needed to synthesize it. The reactants are: [CH3:1][O:2][C:3]1[C:8]([O:9][CH3:10])=[CH:7][CH:6]=[CH:5][C:4]=1[OH:11].F[C:13]1[CH:18]=[CH:17][C:16]([F:19])=[C:15](F)[C:14]=1[N+:21]([O-:23])=[O:22].[CH3:24][O:25]C1C=CC=CC=1OC1C=C([F:36])C(F)=CC=1N.[CH3:42][O:43][C:44]1[C:59]([O:60][CH3:61])=[CH:58][CH:57]=[CH:56][C:45]=1[O:46][C:47]1[CH:53]=[C:52]([F:54])[C:51]([F:55])=[CH:50][C:48]=1[NH2:49].[NH2:62][C:63]1[S:64][CH:65]=[CH:66][N:67]=1. (2) Given the product [C:1]12([CH2:11][CH2:12][O:13][C:14]3[CH:15]=[CH:16][C:17]([CH2:20][CH2:21][NH:22][CH2:23][C@@H:24]([C:26]4[CH:27]=[CH:28][C:29]([OH:35])=[C:30]([NH:32][CH:33]=[O:34])[CH:31]=4)[OH:25])=[CH:18][CH:19]=3)[CH2:8][CH:7]3[CH2:9][CH:3]([CH2:4][CH:5]([CH2:6]3)[CH2:10]1)[CH2:2]2, predict the reactants needed to synthesize it. The reactants are: [C:1]12([CH2:11][CH2:12][O:13][C:14]3[CH:19]=[CH:18][C:17]([CH2:20][CH2:21][NH:22][CH2:23][C@@H:24]([C:26]4[CH:27]=[CH:28][C:29]([O:35]CC5C=CC=CC=5)=[C:30]([NH:32][CH:33]=[O:34])[CH:31]=4)[OH:25])=[CH:16][CH:15]=3)[CH2:10][CH:5]3[CH2:6][CH:7]([CH2:9][CH:3]([CH2:4]3)[CH2:2]1)[CH2:8]2. (3) Given the product [CH3:1][O:2][C:3]1[C:4]2[N:11]=[C:10]([NH:12][C:13]([N:15]3[CH2:19][CH2:18][CH:17]([NH:20][CH2:31][CH2:32][O:33][C:34]4[CH:39]=[CH:38][CH:37]=[C:36]([C:40]([F:41])([F:42])[F:43])[CH:35]=4)[CH2:16]3)=[O:14])[S:9][C:5]=2[N:6]=[CH:7][N:8]=1, predict the reactants needed to synthesize it. The reactants are: [CH3:1][O:2][C:3]1[C:4]2[N:11]=[C:10]([NH:12][C:13]([N:15]3[CH2:19][CH2:18][C@H:17]([NH2:20])[CH2:16]3)=[O:14])[S:9][C:5]=2[N:6]=[CH:7][N:8]=1.C(N(CC)C(C)C)(C)C.Br[CH2:31][CH2:32][O:33][C:34]1[CH:39]=[CH:38][CH:37]=[C:36]([C:40]([F:43])([F:42])[F:41])[CH:35]=1.O.